From a dataset of Forward reaction prediction with 1.9M reactions from USPTO patents (1976-2016). Predict the product of the given reaction. (1) Given the reactants [CH:1]([C:4]1[CH:5]=[C:6]2[C:10](=[CH:11][CH:12]=1)[N:9]([CH3:13])[N:8]=[C:7]2[Sn](CCCC)(CCCC)CCCC)([CH3:3])[CH3:2].[C:27]([O:33][CH2:34][N:35]1[C:39]2=[N:40][CH:41]=[C:42](Br)[N:43]=[C:38]2[C:37]([C:45](=[O:51])[NH:46][C:47]([CH3:50])([CH3:49])[CH3:48])=[CH:36]1)(=[O:32])[C:28]([CH3:31])([CH3:30])[CH3:29], predict the reaction product. The product is: [C:27]([O:33][CH2:34][N:35]1[C:39]2=[N:40][CH:41]=[C:42]([C:7]3[C:6]4[C:10](=[CH:11][CH:12]=[C:4]([CH:1]([CH3:2])[CH3:3])[CH:5]=4)[N:9]([CH3:13])[N:8]=3)[N:43]=[C:38]2[C:37]([C:45](=[O:51])[NH:46][C:47]([CH3:50])([CH3:49])[CH3:48])=[CH:36]1)(=[O:32])[C:28]([CH3:31])([CH3:30])[CH3:29]. (2) Given the reactants [CH2:1]([O:3][C:4]([C:6]1[CH:11]=[CH:10][C:9]([C:12]2[CH:17]=[C:16]([N+:18]([O-])=O)[CH:15]=[CH:14][C:13]=2[Cl:21])=[CH:8][CH:7]=1)=[O:5])[CH3:2].Cl, predict the reaction product. The product is: [ClH:21].[CH2:1]([O:3][C:4]([C:6]1[CH:11]=[CH:10][C:9]([C:12]2[CH:17]=[C:16]([NH2:18])[CH:15]=[CH:14][C:13]=2[Cl:21])=[CH:8][CH:7]=1)=[O:5])[CH3:2]. (3) Given the reactants [CH3:1][C:2]1([CH3:16])[C:6](=O)[CH2:5][CH2:4][N:3]1[C:8]([C:10]1[CH:15]=[CH:14][CH:13]=[CH:12][CH:11]=1)=[O:9].C([O-])(=O)C.[Na+].Cl.[CH3:23][O:24][NH2:25], predict the reaction product. The product is: [CH3:23][O:24]/[N:25]=[C:6]1/[C:2]([CH3:16])([CH3:1])[N:3]([C:8]([C:10]2[CH:15]=[CH:14][CH:13]=[CH:12][CH:11]=2)=[O:9])[CH2:4][CH2:5]/1.